Predict which catalyst facilitates the given reaction. From a dataset of Catalyst prediction with 721,799 reactions and 888 catalyst types from USPTO. (1) Reactant: [CH3:1][O:2][CH2:3][O:4][C:5]1[CH:12]=[CH:11][C:8]([CH:9]=[O:10])=[CH:7][CH:6]=1.[OH:13][CH2:14][C:15]([CH3:19])([CH2:17]O)[CH3:16].C1(C)C=CC(S([O-])(=O)=O)=CC=1.[NH+]1C=CC=CC=1.C1C=CC=CC=1. Product: [CH3:1][O:2][CH2:3][O:4][C:5]1[CH:12]=[CH:11][C:8]([CH:9]2[O:13][CH2:14][C:15]([CH3:19])([CH3:17])[CH2:16][O:10]2)=[CH:7][CH:6]=1. The catalyst class is: 6. (2) Reactant: [CH3:1][O:2][C:3](=[O:6])[CH2:4]Cl.[C:7]([OH:16])(=[O:15])[C:8]1[C:9](=[CH:11][CH:12]=[CH:13][CH:14]=1)[OH:10].C(N([CH2:22][CH3:23])CC)C.[C:24](=O)([O-])[O-:25].[K+].[K+].[I-].[Na+].P(O)([O-])([O-])=[O:33].[Na+].[Na+]. Product: [CH3:1][O:2][C:3]([CH2:4][O:15][C:7](=[O:16])[C:8]1[CH:14]=[CH:13][CH:12]=[CH:11][C:9]=1[O:10][CH2:23][C:22]([O:25][CH3:24])=[O:33])=[O:6]. The catalyst class is: 21. (3) Reactant: [O:1]1[CH2:6][CH2:5][O:4][C:3]2=[C:7]([C:10]3[CH:15]=[CH:14][C:13]([C:16]#[C:17][Si](C)(C)C)=[CH:12][CH:11]=3)[S:8][CH:9]=[C:2]12.C(=O)([O-])[O-].[Ca+2]. Product: [C:16]([C:13]1[CH:12]=[CH:11][C:10]([C:7]2[S:8][CH:9]=[C:2]3[C:3]=2[O:4][CH2:5][CH2:6][O:1]3)=[CH:15][CH:14]=1)#[CH:17]. The catalyst class is: 5. (4) Reactant: C1(C)C=CC(S(O[CH2:11][CH2:12][C@@H:13]2[CH2:15][C@H:14]2[C:16]2[CH:17]=[N:18][CH:19]=[C:20]([O:22][CH2:23][C@@H:24]3[CH2:27][CH2:26][N:25]3[C:28]([O:30][C:31]([CH3:34])([CH3:33])[CH3:32])=[O:29])[CH:21]=2)(=O)=O)=CC=1.[N+](CCCC)(CCCC)(CCCC)CCCC.[F-:53]. Product: [C:31]([O:30][C:28]([N:25]1[CH2:26][CH2:27][C@H:24]1[CH2:23][O:22][C:20]1[CH:19]=[N:18][CH:17]=[C:16]([C@@H:14]2[CH2:15][C@H:13]2[CH2:12][CH2:11][F:53])[CH:21]=1)=[O:29])([CH3:34])([CH3:33])[CH3:32]. The catalyst class is: 1. (5) Reactant: Br[C:2]1[CH:7]=[CH:6][C:5]([C@H:8]2[O:13][CH2:12][CH2:11][N:10]([C:14]([O:16][C:17]([CH3:20])([CH3:19])[CH3:18])=[O:15])[CH2:9]2)=[CH:4][CH:3]=1.[C:21]1([C:27]([C:29]2[CH:34]=[CH:33][CH:32]=[CH:31][CH:30]=2)=[NH:28])[CH:26]=[CH:25][CH:24]=[CH:23][CH:22]=1.CC(C)([O-])C.[Na+]. Product: [C:21]1([C:27](=[N:28][C:2]2[CH:7]=[CH:6][C:5]([C@H:8]3[O:13][CH2:12][CH2:11][N:10]([C:14]([O:16][C:17]([CH3:20])([CH3:19])[CH3:18])=[O:15])[CH2:9]3)=[CH:4][CH:3]=2)[C:29]2[CH:30]=[CH:31][CH:32]=[CH:33][CH:34]=2)[CH:26]=[CH:25][CH:24]=[CH:23][CH:22]=1. The catalyst class is: 733. (6) Reactant: [CH2:1]([O:3][C:4](=[O:20])[C:5]1[CH:10]=[CH:9][C:8]([C:11](=[O:19])[C:12]2[CH:17]=[CH:16][C:15]([Br:18])=[CH:14][CH:13]=2)=[CH:7][CH:6]=1)[CH3:2].[CH2:21]([Mg]Br)[CH2:22][CH2:23][CH2:24][CH2:25][CH3:26]. Product: [CH2:1]([O:3][C:4](=[O:20])[C:5]1[CH:6]=[CH:7][C:8]([C:11]([C:12]2[CH:17]=[CH:16][C:15]([Br:18])=[CH:14][CH:13]=2)([OH:19])[CH2:21][CH2:22][CH2:23][CH2:24][CH2:25][CH3:26])=[CH:9][CH:10]=1)[CH3:2]. The catalyst class is: 1. (7) Reactant: [C:1](=[O:4])([O-])[O-].[K+].[K+].C([O:9][C@@H:10]([CH2:28][CH2:29][C:30]1[CH:35]=[CH:34][C:33]([C:36]2[CH:37]=NC=N[CH:41]=2)=[CH:32][CH:31]=1)[C@H:11]([CH2:15][CH2:16][N:17]1[C:22](=[O:23])[C:21]2[CH:24]=[CH:25][CH:26]=[CH:27][C:20]=2[N:19]=[N:18]1)[C:12]([OH:14])=[O:13])=O.O1C[CH2:45][CH2:44][CH2:43]1. Product: [OH:9][C@@H:10]([CH2:28][CH2:29][C:30]1[CH:31]=[CH:32][C:33]([C:36]2[CH:41]=[CH:45][C:44]([O:4][CH3:1])=[CH:43][CH:37]=2)=[CH:34][CH:35]=1)[C@H:11]([CH2:15][CH2:16][N:17]1[C:22](=[O:23])[C:21]2[CH:24]=[CH:25][CH:26]=[CH:27][C:20]=2[N:19]=[N:18]1)[C:12]([OH:14])=[O:13]. The catalyst class is: 5.